The task is: Predict the reactants needed to synthesize the given product.. This data is from Full USPTO retrosynthesis dataset with 1.9M reactions from patents (1976-2016). (1) Given the product [Cl:1][C:2]1[CH:12]=[C:11]([NH:13][CH:14]([CH3:17])[CH3:15])[C:5]([C:6]([OH:8])=[O:7])=[CH:4][N:3]=1, predict the reactants needed to synthesize it. The reactants are: [Cl:1][C:2]1[CH:12]=[C:11]([NH:13][CH:14]2[CH2:17]C[CH2:15]2)[C:5]([C:6]([O:8]CC)=[O:7])=[CH:4][N:3]=1.[Li+].[OH-]. (2) Given the product [CH2:1]([S:8][C:9]1[CH:14]=[C:13]2[C:12](=[CH:11][CH:10]=1)[N:19]([C:20]1[CH:25]=[C:24]([F:26])[C:23]([Br:27])=[CH:22][C:21]=1[O:28][CH3:29])[C:17]([CH3:18])=[CH:16][C:15]2=[O:30])[C:2]1[CH:7]=[CH:6][CH:5]=[CH:4][CH:3]=1, predict the reactants needed to synthesize it. The reactants are: [CH2:1]([S:8][C:9]1[CH:10]=[CH:11][C:12](F)=[C:13]([C:15](=[O:30])/[CH:16]=[C:17](/[NH:19][C:20]2[CH:25]=[C:24]([F:26])[C:23]([Br:27])=[CH:22][C:21]=2[O:28][CH3:29])\[CH3:18])[CH:14]=1)[C:2]1[CH:7]=[CH:6][CH:5]=[CH:4][CH:3]=1.C(=O)([O-])[O-].[K+].[K+]. (3) Given the product [C:13]([O:17][C:18](=[O:19])[NH:20][CH2:21][C:22]1[CH:27]=[CH:26][CH:25]=[C:24]([C:2]2[C:3]3[N:4]([N:9]=[C:10]([NH2:12])[N:11]=3)[CH:5]=[C:6]([CH3:8])[CH:7]=2)[CH:23]=1)([CH3:16])([CH3:14])[CH3:15], predict the reactants needed to synthesize it. The reactants are: Br[C:2]1[C:3]2[N:4]([N:9]=[C:10]([NH2:12])[N:11]=2)[CH:5]=[C:6]([CH3:8])[CH:7]=1.[C:13]([O:17][C:18]([NH:20][CH2:21][C:22]1[CH:23]=[C:24](B(O)O)[CH:25]=[CH:26][CH:27]=1)=[O:19])([CH3:16])([CH3:15])[CH3:14]. (4) The reactants are: [N+:1]([C:4]1[CH:12]=[CH:11][C:7]([C:8](Cl)=O)=[CH:6][CH:5]=1)([O-:3])=[O:2].[NH2:13][C:14]1[CH:19]=[CH:18][CH:17]=[CH:16][C:15]=1[SH:20]. Given the product [N+:1]([C:4]1[CH:12]=[CH:11][C:7]([C:8]2[S:20][C:15]3[CH:16]=[CH:17][CH:18]=[CH:19][C:14]=3[N:13]=2)=[CH:6][CH:5]=1)([O-:3])=[O:2], predict the reactants needed to synthesize it. (5) Given the product [Cl:1][C:2]1[N:7]=[CH:6][C:5]([O:8][C:13]2[CH:14]=[CH:15][C:10]([F:9])=[CH:11][CH:12]=2)=[CH:4][N:3]=1, predict the reactants needed to synthesize it. The reactants are: [Cl:1][C:2]1[N:7]=[CH:6][C:5]([OH:8])=[CH:4][N:3]=1.[F:9][C:10]1[CH:15]=[CH:14][C:13](B(O)O)=[CH:12][CH:11]=1.C(N(CC)CC)C. (6) Given the product [Cl:25][C:26]1[CH:35]=[C:34]2[C:29]([CH:30]=[CH:31][C:32]([CH2:36][NH:37][C:2]3[C:3]4[C:4](=[N:8][N:9]([CH2:11][C:12]5[CH:17]=[CH:16][C:15]([CH2:18][N:19]6[CH:23]=[C:22]([CH3:24])[CH:21]=[N:20]6)=[CH:14][CH:13]=5)[CH:10]=4)[N:5]=[CH:6][N:7]=3)=[CH:33]2)=[CH:28][CH:27]=1, predict the reactants needed to synthesize it. The reactants are: Cl[C:2]1[C:3]2[C:4](=[N:8][N:9]([CH2:11][C:12]3[CH:17]=[CH:16][C:15]([CH2:18][N:19]4[CH:23]=[C:22]([CH3:24])[CH:21]=[N:20]4)=[CH:14][CH:13]=3)[CH:10]=2)[N:5]=[CH:6][N:7]=1.[Cl:25][C:26]1[CH:35]=[C:34]2[C:29]([CH:30]=[CH:31][C:32]([CH2:36][NH2:37])=[CH:33]2)=[CH:28][CH:27]=1.CCN(C(C)C)C(C)C. (7) Given the product [F:1][C:2]1[CH:3]=[CH:4][C:5]([C:8]2[C:17]([CH2:18][CH2:19][CH3:20])=[CH:16][C:15]3[C:10](=[CH:11][CH:12]=[C:13]([O:21][CH3:22])[CH:14]=3)[C:9]=2[O:23][C:24]2[CH:42]=[CH:41][C:38]([CH:39]=[O:40])=[C:37]([C:43]([F:44])([F:46])[F:45])[CH:36]=2)=[CH:6][CH:7]=1, predict the reactants needed to synthesize it. The reactants are: [F:1][C:2]1[CH:7]=[CH:6][C:5]([C:8]2[C:17]([CH2:18][CH2:19][CH3:20])=[CH:16][C:15]3[C:10](=[CH:11][CH:12]=[C:13]([O:21][CH3:22])[CH:14]=3)[C:9]=2[O:23][CH2:24]OC)=[CH:4][CH:3]=1.Cl.O1CCOCC1.FC1[CH:42]=[CH:41][C:38]([CH:39]=[O:40])=[C:37]([C:43]([F:46])([F:45])[F:44])[CH:36]=1.C([O-])([O-])=O.[Cs+].[Cs+].